Dataset: NCI-60 drug combinations with 297,098 pairs across 59 cell lines. Task: Regression. Given two drug SMILES strings and cell line genomic features, predict the synergy score measuring deviation from expected non-interaction effect. (1) Cell line: HS 578T. Synergy scores: CSS=8.41, Synergy_ZIP=-3.00, Synergy_Bliss=-6.25, Synergy_Loewe=-6.11, Synergy_HSA=-5.51. Drug 1: COC1=CC(=CC(=C1O)OC)C2C3C(COC3=O)C(C4=CC5=C(C=C24)OCO5)OC6C(C(C7C(O6)COC(O7)C8=CC=CS8)O)O. Drug 2: C#CCC(CC1=CN=C2C(=N1)C(=NC(=N2)N)N)C3=CC=C(C=C3)C(=O)NC(CCC(=O)O)C(=O)O. (2) Drug 1: CC1=C(C(=CC=C1)Cl)NC(=O)C2=CN=C(S2)NC3=CC(=NC(=N3)C)N4CCN(CC4)CCO. Drug 2: C(=O)(N)NO. Cell line: UACC62. Synergy scores: CSS=7.25, Synergy_ZIP=2.78, Synergy_Bliss=-0.782, Synergy_Loewe=-4.65, Synergy_HSA=-0.407. (3) Drug 1: COC1=C2C(=CC3=C1OC=C3)C=CC(=O)O2. Drug 2: CCC1(C2=C(COC1=O)C(=O)N3CC4=CC5=C(C=CC(=C5CN(C)C)O)N=C4C3=C2)O.Cl. Cell line: NCI-H522. Synergy scores: CSS=4.64, Synergy_ZIP=-13.9, Synergy_Bliss=-27.5, Synergy_Loewe=-60.0, Synergy_HSA=-23.2. (4) Drug 1: CS(=O)(=O)C1=CC(=C(C=C1)C(=O)NC2=CC(=C(C=C2)Cl)C3=CC=CC=N3)Cl. Drug 2: CC1=C(C=C(C=C1)C(=O)NC2=CC(=CC(=C2)C(F)(F)F)N3C=C(N=C3)C)NC4=NC=CC(=N4)C5=CN=CC=C5. Cell line: NCI-H226. Synergy scores: CSS=6.66, Synergy_ZIP=-1.84, Synergy_Bliss=4.41, Synergy_Loewe=2.44, Synergy_HSA=2.54. (5) Drug 1: CC(CN1CC(=O)NC(=O)C1)N2CC(=O)NC(=O)C2. Drug 2: C1=CN(C(=O)N=C1N)C2C(C(C(O2)CO)O)O.Cl. Cell line: SNB-19. Synergy scores: CSS=31.8, Synergy_ZIP=-8.22, Synergy_Bliss=-1.67, Synergy_Loewe=-3.05, Synergy_HSA=0.542. (6) Drug 1: CC1C(C(CC(O1)OC2CC(OC(C2O)C)OC3=CC4=CC5=C(C(=O)C(C(C5)C(C(=O)C(C(C)O)O)OC)OC6CC(C(C(O6)C)O)OC7CC(C(C(O7)C)O)OC8CC(C(C(O8)C)O)(C)O)C(=C4C(=C3C)O)O)O)O. Drug 2: COC1=C2C(=CC3=C1OC=C3)C=CC(=O)O2. Cell line: U251. Synergy scores: CSS=8.18, Synergy_ZIP=0.0901, Synergy_Bliss=-1.51, Synergy_Loewe=-40.1, Synergy_HSA=-2.33. (7) Drug 1: CC1CCC2CC(C(=CC=CC=CC(CC(C(=O)C(C(C(=CC(C(=O)CC(OC(=O)C3CCCCN3C(=O)C(=O)C1(O2)O)C(C)CC4CCC(C(C4)OC)O)C)C)O)OC)C)C)C)OC. Drug 2: C1=CC=C(C=C1)NC(=O)CCCCCCC(=O)NO. Cell line: OVCAR-4. Synergy scores: CSS=18.9, Synergy_ZIP=-2.33, Synergy_Bliss=0.816, Synergy_Loewe=-13.7, Synergy_HSA=2.95.